From a dataset of Catalyst prediction with 721,799 reactions and 888 catalyst types from USPTO. Predict which catalyst facilitates the given reaction. (1) Reactant: C(=[N:8]/[CH2:9][CH:10]1[CH2:15][CH2:14][NH:13][CH2:12][CH2:11]1)\C1C=CC=CC=1.[N+:16]([C:19]1[N:20]([CH2:24][CH:25]2[CH2:27][O:26]2)[CH:21]=[CH:22][N:23]=1)([O-:18])=[O:17]. Product: [NH2:8][CH2:9][CH:10]1[CH2:11][CH2:12][N:13]([CH2:27][CH:25]([OH:26])[CH2:24][N:20]2[CH:21]=[CH:22][N:23]=[C:19]2[N+:16]([O-:18])=[O:17])[CH2:14][CH2:15]1. The catalyst class is: 8. (2) Reactant: [CH3:1][O:2][C:3]1[CH:4]=[C:5]2[C:10](=[CH:11][CH:12]=1)[N:9]=[CH:8][CH:7]=[C:6]2[N:13]1[CH:21]=[C:20]2[C:15]([CH2:16][CH2:17][CH:18]([NH2:22])[CH2:19]2)=[N:14]1.Cl[CH2:24][C:25]([C:27]1[CH:28]=[CH:29][C:30]2[O:35][CH2:34][C:33](=[O:36])[NH:32][C:31]=2[CH:37]=1)=[O:26].CCN(CC)CC. Product: [CH3:1][O:2][C:3]1[CH:4]=[C:5]2[C:10](=[CH:11][CH:12]=1)[N:9]=[CH:8][CH:7]=[C:6]2[N:13]1[CH:21]=[C:20]2[C:15]([CH2:16][CH2:17][CH:18]([NH:22][CH2:24][C:25]([C:27]3[CH:28]=[CH:29][C:30]4[O:35][CH2:34][C:33](=[O:36])[NH:32][C:31]=4[CH:37]=3)=[O:26])[CH2:19]2)=[N:14]1. The catalyst class is: 3. (3) Reactant: F[C:2]1[CH:9]=[CH:8][C:5]([C:6]#[N:7])=[CH:4][CH:3]=1.[NH:10]1[CH:14]=[CH:13][N:12]=[C:11]1[Na]. Product: [N:10]1([C:2]2[CH:9]=[CH:8][C:5]([C:6]#[N:7])=[CH:4][CH:3]=2)[CH:14]=[CH:13][N:12]=[CH:11]1. The catalyst class is: 3. (4) Reactant: C(OC(=O)[NH:7][C@@H:8]1[CH2:13][CH2:12][CH2:11][N:10]([C:14]([C:16]2[CH:38]=[C:37]([O:39][CH3:40])[C:19]3[N:20]([CH3:36])[C:21]([C:23]4[N:31]([CH2:32][CH:33]5[CH2:35][CH2:34]5)[C:26]5=[N:27][CH:28]=[CH:29][CH:30]=[C:25]5[CH:24]=4)=[N:22][C:18]=3[CH:17]=2)=[O:15])[CH2:9]1)(C)(C)C.C(O)(C(F)(F)F)=O. Product: [NH2:7][C@@H:8]1[CH2:13][CH2:12][CH2:11][N:10]([C:14]([C:16]2[CH:38]=[C:37]([O:39][CH3:40])[C:19]3[N:20]([CH3:36])[C:21]([C:23]4[N:31]([CH2:32][CH:33]5[CH2:35][CH2:34]5)[C:26]5=[N:27][CH:28]=[CH:29][CH:30]=[C:25]5[CH:24]=4)=[N:22][C:18]=3[CH:17]=2)=[O:15])[CH2:9]1. The catalyst class is: 61. (5) Reactant: CN1CCOCC1.[Cl:8][C:9]1[CH:14]=[CH:13][C:12]([CH2:15][C@@H:16]([C:20]2[CH:25]=[CH:24][CH:23]=[C:22]([C:26]#[N:27])[CH:21]=2)[C@@H:17]([NH2:19])[CH3:18])=[CH:11][CH:10]=1.[Br:28][C:29]([CH3:34])([CH3:33])[C:30](O)=[O:31].C1CN([P+](ON2N=NC3C=CC=CC2=3)(N2CCCC2)N2CCCC2)CC1.F[P-](F)(F)(F)(F)F. Product: [Cl:8][C:9]1[CH:14]=[CH:13][C:12]([CH2:15][C@@H:16]([C:20]2[CH:25]=[CH:24][CH:23]=[C:22]([C:26]#[N:27])[CH:21]=2)[C@@H:17]([NH:19][C:30](=[O:31])[C:29]([Br:28])([CH3:34])[CH3:33])[CH3:18])=[CH:11][CH:10]=1. The catalyst class is: 3. (6) Reactant: FC(F)(F)C(O)=O.[CH3:8][C:9]1[S:10][CH:11]=[C:12]([C:14]([N:16]2[CH2:21][C:20]3([CH2:26][CH2:25][NH:24][CH2:23][CH2:22]3)[O:19][CH2:18][CH2:17]2)=[O:15])[N:13]=1.C(N(CC)CC)C.Br[CH2:35][C:36]1[CH:41]=[CH:40][C:39]([CH2:42][CH2:43][OH:44])=[CH:38][CH:37]=1. Product: [OH:44][CH2:43][CH2:42][C:39]1[CH:40]=[CH:41][C:36]([CH2:35][N:24]2[CH2:25][CH2:26][C:20]3([O:19][CH2:18][CH2:17][N:16]([C:14]([C:12]4[N:13]=[C:9]([CH3:8])[S:10][CH:11]=4)=[O:15])[CH2:21]3)[CH2:22][CH2:23]2)=[CH:37][CH:38]=1. The catalyst class is: 10.